Dataset: Reaction yield outcomes from USPTO patents with 853,638 reactions. Task: Predict the reaction yield, written as a fraction of the theoretical maximum amount of product (1.0 means a 100% yield; for example, 0.34 means a 34% yield). (1) The reactants are [CH2:1]([C:3]1[C:11]2[C:6](=[C:7]([OH:17])[CH:8]=[C:9]([C:12]([O:14][CH2:15][CH3:16])=[O:13])[CH:10]=2)[NH:5][N:4]=1)[CH3:2].[H-].[Na+].I[CH2:21][CH3:22].[CH3:23][CH2:24]OC(C)=O. The catalyst is CN(C=O)C. The product is [CH2:21]([O:17][C:7]1[CH:8]=[C:9]([C:12]([O:14][CH2:15][CH3:16])=[O:13])[CH:10]=[C:11]2[C:6]=1[NH:5][N:4]=[C:3]2[CH2:1][CH3:2])[CH3:22].[CH2:23]([O:17][C:7]1[CH:8]=[C:9]([C:12]([O:14][CH2:15][CH3:16])=[O:13])[CH:10]=[C:11]2[C:6]=1[N:5]([CH2:21][CH3:22])[N:4]=[C:3]2[CH2:1][CH3:2])[CH3:24]. The yield is 0.370. (2) The reactants are [CH3:1][O:2][C:3](=[O:11])[CH2:4][CH2:5][CH2:6][C:7](=O)[CH2:8]Br.[C:12]([NH:19][C:20]([NH2:22])=[NH:21])([O:14][C:15]([CH3:18])([CH3:17])[CH3:16])=[O:13].N[C@H](C(O)=O)CC1C=C2C(C=CC=C2)=CC=1. The catalyst is CN(C=O)C. The product is [C:15]([O:14][C:12]([N:19]1[CH:8]=[C:7]([CH2:6][CH2:5][CH2:4][C:3]([O:2][CH3:1])=[O:11])[N:21]=[C:20]1[NH2:22])=[O:13])([CH3:18])([CH3:16])[CH3:17]. The yield is 0.650. (3) The catalyst is CO. The reactants are [NH2:1][C:2]1[CH:3]=[C:4]([CH:10]=[CH:11][C:12]=1[NH:13][CH:14]1[CH2:19][CH2:18][CH2:17][CH2:16][CH2:15]1)[C:5]([O:7][CH2:8][CH3:9])=[O:6].Cl.[OH:21][C:22]1[CH:31]=[CH:30][C:25]([C:26](=N)OC)=[CH:24][CH:23]=1. The product is [CH:14]1([N:13]2[C:12]3[CH:11]=[CH:10][C:4]([C:5]([O:7][CH2:8][CH3:9])=[O:6])=[CH:3][C:2]=3[N:1]=[C:26]2[C:25]2[CH:30]=[CH:31][C:22]([OH:21])=[CH:23][CH:24]=2)[CH2:19][CH2:18][CH2:17][CH2:16][CH2:15]1. The yield is 0.720. (4) The reactants are [CH3:1][O:2][C:3]([C:5]1([C:8]2[CH:13]=[CH:12][C:11](B3OC(C)(C)C(C)(C)O3)=[CH:10][CH:9]=2)[CH2:7][CH2:6]1)=[O:4].[F:23][C:24]1[CH:29]=[CH:28][CH:27]=[CH:26][C:25]=1[C@H:30]([O:32][C:33](=[O:48])[NH:34][C:35]1[N:36]([C:41]2[CH:46]=[CH:45][C:44](Br)=[CH:43][CH:42]=2)[N:37]=[N:38][C:39]=1[CH3:40])[CH3:31].P([O-])([O-])([O-])=O.[K+].[K+].[K+].COC1C=CC=C(OC)C=1C1C=CC=CC=1P(C1CCCCC1)C1CCCCC1. The catalyst is CC([O-])=O.CC([O-])=O.[Pd+2].O.C1(C)C=CC=CC=1. The product is [CH3:1][O:2][C:3]([C:5]1([C:8]2[CH:9]=[CH:10][C:11]([C:44]3[CH:43]=[CH:42][C:41]([N:36]4[C:35]([NH:34][C:33]([O:32][C@@H:30]([C:25]5[CH:26]=[CH:27][CH:28]=[CH:29][C:24]=5[F:23])[CH3:31])=[O:48])=[C:39]([CH3:40])[N:38]=[N:37]4)=[CH:46][CH:45]=3)=[CH:12][CH:13]=2)[CH2:6][CH2:7]1)=[O:4]. The yield is 0.453. (5) The reactants are [Br:1][C:2]1[CH:7]=[CH:6][C:5]([O:8][CH3:9])=[CH:4][C:3]=1[N+:10]([O-])=O. The catalyst is C(O)C.[Ni]. The product is [Br:1][C:2]1[CH:7]=[CH:6][C:5]([O:8][CH3:9])=[CH:4][C:3]=1[NH2:10]. The yield is 0.860.